This data is from Forward reaction prediction with 1.9M reactions from USPTO patents (1976-2016). The task is: Predict the product of the given reaction. (1) Given the reactants C([O-])([O-])=O.[Na+].[Na+].[CH3:7][O:8][C:9]([C:11]1[C@@H:12]2[N:26]([C:27]([O:29][C:30]([CH3:33])([CH3:32])[CH3:31])=[O:28])[C@H:15]([CH2:16][C:17]=1OS(C(F)(F)F)(=O)=O)[CH2:14][CH2:13]2)=[O:10].[OH:34][C:35]1[CH:40]=[CH:39][C:38](B(O)O)=[CH:37][CH:36]=1, predict the reaction product. The product is: [CH3:7][O:8][C:9]([C:11]1[C@@H:12]2[N:26]([C:27]([O:29][C:30]([CH3:33])([CH3:32])[CH3:31])=[O:28])[C@H:15]([CH2:16][C:17]=1[C:38]1[CH:39]=[CH:40][C:35]([OH:34])=[CH:36][CH:37]=1)[CH2:14][CH2:13]2)=[O:10]. (2) The product is: [CH2:1]([O:3][C:4]1[CH:9]=[CH:8][C:7]([S:26]([Cl:30])(=[O:28])=[O:27])=[CH:6][C:5]=1[C:10]1[NH:15][C:14](=[O:16])[C:13]2=[C:17]([CH3:25])[N:18]=[C:19]([CH:20]3[CH2:24][CH2:23][CH2:22][CH2:21]3)[N:12]2[N:11]=1)[CH3:2]. Given the reactants [CH2:1]([O:3][C:4]1[CH:9]=[CH:8][CH:7]=[CH:6][C:5]=1[C:10]1[NH:15][C:14](=[O:16])[C:13]2=[C:17]([CH3:25])[N:18]=[C:19]([CH:20]3[CH2:24][CH2:23][CH2:22][CH2:21]3)[N:12]2[N:11]=1)[CH3:2].[S:26]([Cl:30])(=O)(=[O:28])[OH:27], predict the reaction product. (3) Given the reactants [CH3:1][C@:2]1([NH:35]C(=O)OC(C)(C)C)[CH2:6][CH2:5][N:4]([C@@H:7]([C:12]2[CH:13]=[CH:14][C:15]3[N:16]([C:18]([C:21]4[CH:30]=[CH:29][C:28]5[C:23](=[C:24]([O:31][CH:32]([CH3:34])[CH3:33])[CH:25]=[CH:26][CH:27]=5)[N:22]=4)=[N:19][N:20]=3)[CH:17]=2)[C:8]([F:11])([F:10])[F:9])[CH2:3]1.[ClH:43].O1CCOCC1.C(OCC)C, predict the reaction product. The product is: [ClH:43].[ClH:43].[CH3:1][C@:2]1([NH2:35])[CH2:6][CH2:5][N:4]([C@@H:7]([C:12]2[CH:13]=[CH:14][C:15]3[N:16]([C:18]([C:21]4[CH:30]=[CH:29][C:28]5[C:23](=[C:24]([O:31][CH:32]([CH3:33])[CH3:34])[CH:25]=[CH:26][CH:27]=5)[N:22]=4)=[N:19][N:20]=3)[CH:17]=2)[C:8]([F:10])([F:11])[F:9])[CH2:3]1. (4) Given the reactants [CH3:1][S:2]([N:5]1[CH2:10][CH2:9][N:8]([CH2:11][C:12]2[S:20][C:19]3[C:18]([N:21]4[CH2:26][CH2:25][O:24][CH2:23][CH2:22]4)=[N:17][C:16](SC)=[N:15][C:14]=3[CH:13]=2)[CH2:7][CH2:6]1)(=[O:4])=[O:3].[CH3:29][NH:30][C:31]1[N:36]=[CH:35][C:34]([Sn](CCCC)(CCCC)CCCC)=[CH:33][N:32]=1, predict the reaction product. The product is: [CH3:29][NH:30][C:31]1[N:36]=[CH:35][C:34]([C:16]2[N:17]=[C:18]([N:21]3[CH2:22][CH2:23][O:24][CH2:25][CH2:26]3)[C:19]3[S:20][C:12]([CH2:11][N:8]4[CH2:9][CH2:10][N:5]([S:2]([CH3:1])(=[O:4])=[O:3])[CH2:6][CH2:7]4)=[CH:13][C:14]=3[N:15]=2)=[CH:33][N:32]=1. (5) Given the reactants N1C2C(=NC=CC=2)N(O[C:11]([C:13]2[C:17]([CH3:18])=[C:16](/[CH:19]=[C:20]3\[C:21](=[O:41])[NH:22][C:23]4[C:28]\3=[CH:27][C:26]([S:29]([CH2:32][C:33]3[C:38]([Cl:39])=[CH:37][CH:36]=[CH:35][C:34]=3[Cl:40])(=[O:31])=[O:30])=[CH:25][CH:24]=4)[NH:15][C:14]=2[CH3:42])=[O:12])N=1.[NH2:43][CH2:44][CH2:45][N:46]1[CH2:51][CH2:50][N:49]([C:52](=[O:54])[CH3:53])[CH2:48][CH2:47]1, predict the reaction product. The product is: [C:52]([N:49]1[CH2:50][CH2:51][N:46]([CH2:45][CH2:44][NH:43][C:11]([C:13]2[C:17]([CH3:18])=[C:16](/[CH:19]=[C:20]3\[C:21](=[O:41])[NH:22][C:23]4[C:28]\3=[CH:27][C:26]([S:29]([CH2:32][C:33]3[C:34]([Cl:40])=[CH:35][CH:36]=[CH:37][C:38]=3[Cl:39])(=[O:31])=[O:30])=[CH:25][CH:24]=4)[NH:15][C:14]=2[CH3:42])=[O:12])[CH2:47][CH2:48]1)(=[O:54])[CH3:53]. (6) The product is: [OH:5][CH:3]([CH3:4])[CH2:2][NH:1][C:17](=[O:18])[C:16]([O:15][CH2:13][CH3:14])=[O:20]. Given the reactants [NH2:1][CH2:2][CH:3]([OH:5])[CH3:4].C(N(CC)CC)C.[CH2:13]([O:15][C:16](=[O:20])[C:17](Cl)=[O:18])[CH3:14], predict the reaction product.